From a dataset of Forward reaction prediction with 1.9M reactions from USPTO patents (1976-2016). Predict the product of the given reaction. (1) Given the reactants Br[C:2]1[CH:7]=[CH:6][C:5]([C:8]2[O:9][C:10]([CH3:16])=[C:11]([CH2:13][CH2:14][OH:15])[N:12]=2)=[CH:4][CH:3]=1.[C:17]([C:20]1[CH:21]=[C:22](B(O)O)[CH:23]=[CH:24][CH:25]=1)(=[O:19])[CH3:18].C([O-])([O-])=O.[Na+].[Na+], predict the reaction product. The product is: [OH:15][CH2:14][CH2:13][C:11]1[N:12]=[C:8]([C:5]2[CH:6]=[CH:7][C:2]([C:24]3[CH:23]=[CH:22][CH:21]=[C:20]([C:17](=[O:19])[CH3:18])[CH:25]=3)=[CH:3][CH:4]=2)[O:9][C:10]=1[CH3:16]. (2) The product is: [F:1][C:2]1[CH:3]=[C:4]([CH:5]=[C:6]([F:16])[C:7]=1[O:8][C:9]1[CH:14]=[CH:13][CH:12]=[C:11]([F:15])[CH:10]=1)[CH2:17][O:18][C:20]1[CH:31]=[C:24]2[N:25]([CH3:30])[C@H:26]([CH3:29])[CH2:27][CH2:28][N:23]2[C:22](=[O:32])[N:21]=1. Given the reactants [F:1][C:2]1[CH:3]=[C:4]([CH2:17][OH:18])[CH:5]=[C:6]([F:16])[C:7]=1[O:8][C:9]1[CH:14]=[CH:13][CH:12]=[C:11]([F:15])[CH:10]=1.Cl[C:20]1[CH:31]=[C:24]2[N:25]([CH3:30])[C@H:26]([CH3:29])[CH2:27][CH2:28][N:23]2[C:22](=[O:32])[N:21]=1, predict the reaction product. (3) Given the reactants [F:1][C:2]1[C:8]([F:9])=[CH:7][CH:6]=[CH:5][C:3]=1[NH2:4].Cl[C:11](Cl)(Cl)[CH:12]=[O:13].Cl.ON.S([O-])([O-])(=O)=[O:20].[Na+].[Na+].Cl, predict the reaction product. The product is: [F:9][C:8]1[C:2]([F:1])=[C:3]2[C:5]([C:12](=[O:13])[C:11](=[O:20])[NH:4]2)=[CH:6][CH:7]=1. (4) The product is: [Cl:11][C:12]1[CH:17]=[CH:16][C:15]([C:18]([C:20]2[CH:29]=[CH:28][CH:27]=[CH:26][C:21]=2[C:22]([O:24][CH3:25])=[O:23])=[CH2:1])=[CH:14][C:13]=1[N+:30]([O-:32])=[O:31]. Given the reactants [CH3:1][Si](C)(C)[N-][Si](C)(C)C.[Na+].[Cl:11][C:12]1[CH:17]=[CH:16][C:15]([C:18]([C:20]2[CH:29]=[CH:28][CH:27]=[CH:26][C:21]=2[C:22]([O:24][CH3:25])=[O:23])=O)=[CH:14][C:13]=1[N+:30]([O-:32])=[O:31], predict the reaction product.